From a dataset of Reaction yield outcomes from USPTO patents with 853,638 reactions. Predict the reaction yield, written as a fraction of the theoretical maximum amount of product (1.0 means a 100% yield; for example, 0.34 means a 34% yield). (1) The reactants are [CH2:1]([N:5]([C:17]1[N:22]=[C:21]([N:23]([CH:28]2[CH2:33][C:32]([CH3:35])([CH3:34])[N:31]([OH:36])[C:30]([CH3:38])([CH3:37])[CH2:29]2)[CH2:24][CH2:25][CH2:26][CH3:27])[N:20]=[C:19]([N:39]([CH2:48][CH:49]([CH2:54][CH3:55])[CH2:50][CH2:51][CH2:52][CH3:53])[CH2:40][CH:41]([CH2:46][CH3:47])[CH2:42][CH2:43][CH2:44][CH3:45])[N:18]=1)[CH:6]1[CH2:11][C:10]([CH3:13])([CH3:12])[N:9]([OH:14])[C:8]([CH3:16])([CH3:15])[CH2:7]1)[CH2:2][CH2:3][CH3:4].N(O[C:59]([CH3:62])([CH3:61])C)=O.[Br:63][C:64]1[CH:70]=[C:69]([Br:71])[CH:68]=[CH:67][C:65]=1N. The catalyst is N1C=CC=CC=1. The product is [CH2:24]([N:23]([C:21]1[N:22]=[C:17]([N:5]([CH:6]2[CH2:11][C:10]([CH3:13])([CH3:12])[N:9]([O:14][C:61]3[CH:59]=[CH:62][C:64]([Br:63])=[CH:70][C:69]=3[Br:71])[C:8]([CH3:15])([CH3:16])[CH2:7]2)[CH2:1][CH2:2][CH2:3][CH3:4])[N:18]=[C:19]([N:39]([CH2:48][CH:49]([CH2:54][CH3:55])[CH2:50][CH2:51][CH2:52][CH3:53])[CH2:40][CH:41]([CH2:46][CH3:47])[CH2:42][CH2:43][CH2:44][CH3:45])[N:20]=1)[CH:28]1[CH2:29][C:30]([CH3:37])([CH3:38])[N:31]([O:36][C:68]2[CH:67]=[CH:65][C:64]([Br:63])=[CH:70][C:69]=2[Br:71])[C:32]([CH3:34])([CH3:35])[CH2:33]1)[CH2:25][CH2:26][CH3:27]. The yield is 0.434. (2) The reactants are [H-].[Na+].[CH2:3]([C:6]1[C:7](Cl)=[N:8][C:9]([CH3:13])=[N:10][C:11]=1[Cl:12])[CH:4]=[CH2:5].[Cl:15][C:16]1[CH:22]=[C:21]([Cl:23])[CH:20]=[CH:19][C:17]=1[NH2:18].O. The catalyst is CN(C=O)C. The product is [CH2:3]([C:6]1[C:11]([Cl:12])=[N:10][C:9]([CH3:13])=[N:8][C:7]=1[NH:18][C:17]1[CH:19]=[CH:20][C:21]([Cl:23])=[CH:22][C:16]=1[Cl:15])[CH:4]=[CH2:5]. The yield is 0.370. (3) The reactants are [Si:1]([O:8][C:9]1[CH:14]=[CH:13][C:12]([CH2:15][CH2:16][C:17]([OH:19])=O)=[CH:11][CH:10]=1)([C:4]([CH3:7])([CH3:6])[CH3:5])([CH3:3])[CH3:2].C([N:22](CC)CC)C.ClC(OCC)=O.[NH4+].[OH-]. The catalyst is O1CCCC1. The product is [Si:1]([O:8][C:9]1[CH:14]=[CH:13][C:12]([CH2:15][CH2:16][C:17]([NH2:22])=[O:19])=[CH:11][CH:10]=1)([C:4]([CH3:7])([CH3:6])[CH3:5])([CH3:3])[CH3:2]. The yield is 0.760. (4) The reactants are [Br:1][C:2]1[CH:3]=[CH:4][C:5]([NH2:8])=[N:6][CH:7]=1.[I:9]([O-])(=O)=O.[K+].[I-].[K+]. The catalyst is S(=O)(=O)(O)O.O. The product is [Br:1][C:2]1[CH:3]=[C:4]([I:9])[C:5]([NH2:8])=[N:6][CH:7]=1. The yield is 0.900.